From a dataset of Catalyst prediction with 721,799 reactions and 888 catalyst types from USPTO. Predict which catalyst facilitates the given reaction. (1) Reactant: [H-].[Na+].[F:3][C:4]1[CH:13]=[CH:12][CH:11]=[C:10]2[C:5]=1[NH:6][CH2:7][C:8](=[O:14])[NH:9]2.Br[CH2:16][C:17]#[N:18]. Product: [F:3][C:4]1[CH:13]=[CH:12][CH:11]=[C:10]2[C:5]=1[NH:6][CH2:7][C:8](=[O:14])[N:9]2[CH2:16][C:17]#[N:18]. The catalyst class is: 220. (2) Reactant: [CH3:1][C:2]1[C:10]([OH:11])=[CH:9][CH:8]=[C:7]2[C:3]=1[CH:4]=[N:5][NH:6]2.[O:12]1[CH:17]=[CH:16][CH2:15][CH2:14][CH2:13]1.O.C1(C)C=CC(S(O)(=O)=O)=CC=1.O1CCCC1. Product: [CH3:1][C:2]1[C:10]([OH:11])=[CH:9][CH:8]=[C:7]2[C:3]=1[CH:4]=[N:5][N:6]2[CH:13]1[CH2:14][CH2:15][CH2:16][CH2:17][O:12]1. The catalyst class is: 4. (3) Reactant: [F:1][C:2]1[CH:3]=[C:4]2[C:9](=[C:10]([C:12]([OH:14])=O)[CH:11]=1)[NH:8][CH:7]([C:15]1[CH:20]=[CH:19][CH:18]=[C:17]([N:21]3[CH2:26][CH2:25][N:24]([C:27]4[CH:32]=[CH:31][C:30]([CH3:33])=[CH:29][CH:28]=4)[CH2:23][CH2:22]3)[CH:16]=1)[CH2:6][C:5]2([CH3:35])[CH3:34].[CH3:36][S:37]([NH2:40])(=[O:39])=[O:38]. Product: [F:1][C:2]1[CH:3]=[C:4]2[C:9](=[C:10]([C:12]([NH:40][S:37]([CH3:36])(=[O:39])=[O:38])=[O:14])[CH:11]=1)[NH:8][CH:7]([C:15]1[CH:20]=[CH:19][CH:18]=[C:17]([N:21]3[CH2:26][CH2:25][N:24]([C:27]4[CH:28]=[CH:29][C:30]([CH3:33])=[CH:31][CH:32]=4)[CH2:23][CH2:22]3)[CH:16]=1)[CH2:6][C:5]2([CH3:35])[CH3:34]. The catalyst class is: 119. (4) Reactant: [H-].[Al+3].[Li+].[H-].[H-].[H-].[N:7]1([C:13]2[CH:14]=[C:15]([CH:18]=[CH:19][C:20]=2[C:21]([F:24])([F:23])[F:22])[C:16]#[N:17])[CH2:12][CH2:11][CH2:10][CH2:9][CH2:8]1.O. Product: [N:7]1([C:13]2[CH:14]=[C:15]([CH:18]=[CH:19][C:20]=2[C:21]([F:22])([F:23])[F:24])[CH2:16][NH2:17])[CH2:8][CH2:9][CH2:10][CH2:11][CH2:12]1. The catalyst class is: 7. (5) Product: [CH3:2][N:3]([CH3:7])[CH2:4][CH2:5][N:14]1[C:15]2[CH:23]=[CH:22][CH:21]=[CH:20][C:16]=2[N:17]2[CH2:18][CH2:19][C:11](=[O:10])[C:12]([C:24]([O:26][CH2:27][CH3:28])=[O:25])=[C:13]12. Reactant: Cl.[CH3:2][N:3]([CH3:7])[CH2:4][CH2:5]Cl.[OH-].[Na+].[OH:10][C:11]1[CH2:19][CH2:18][N:17]2[C:13](=[N:14][C:15]3[CH:23]=[CH:22][CH:21]=[CH:20][C:16]=32)[C:12]=1[C:24]([O:26][CH2:27][CH3:28])=[O:25].[H-].[Na+]. The catalyst class is: 215. (6) Product: [CH3:17][C:15]1([CH3:18])[O:16][B:12]([C:2]2[CH:10]=[CH:9][C:8]3[C:7](=[O:11])[O:6][CH2:5][C:4]=3[CH:3]=2)[O:13][C:14]1([CH3:20])[CH3:19]. The catalyst class is: 368. Reactant: Br[C:2]1[CH:3]=[C:4]2[C:8](=[CH:9][CH:10]=1)[C:7](=[O:11])[O:6][CH2:5]2.[B:12]1([B:12]2[O:16][C:15]([CH3:18])([CH3:17])[C:14]([CH3:20])([CH3:19])[O:13]2)[O:16][C:15]([CH3:18])([CH3:17])[C:14]([CH3:20])([CH3:19])[O:13]1.C([O-])(=O)C.[K+]. (7) Reactant: [CH2:1]([N:8]1[CH:12]=[C:11]([CH:13]=O)[C:10]([O:15][CH2:16][C:17]2[CH:22]=[CH:21][CH:20]=[CH:19][CH:18]=2)=[N:9]1)[C:2]1[CH:7]=[CH:6][CH:5]=[CH:4][CH:3]=1.[C:23]([O:26][CH2:27][CH2:28]P(OCC)(OCC)=O)(=[O:25])[CH3:24].CN(C)C=O.[H-]. Product: [CH2:1]([N:8]1[CH:12]=[C:11](/[CH:13]=[CH:24]/[C:23]([O:26][CH2:27][CH3:28])=[O:25])[C:10]([O:15][CH2:16][C:17]2[CH:22]=[CH:21][CH:20]=[CH:19][CH:18]=2)=[N:9]1)[C:2]1[CH:7]=[CH:6][CH:5]=[CH:4][CH:3]=1. The catalyst class is: 6.